Task: Predict the reactants needed to synthesize the given product.. Dataset: Full USPTO retrosynthesis dataset with 1.9M reactions from patents (1976-2016) (1) Given the product [F:18][C:2]([F:1])([F:17])[S:3][C:4]1[CH:16]=[CH:15][C:7]2[S:8][C:9]([C:11]([OH:13])=[O:12])=[CH:10][C:6]=2[CH:5]=1, predict the reactants needed to synthesize it. The reactants are: [F:1][C:2]([F:18])([F:17])[S:3][C:4]1[CH:16]=[CH:15][C:7]2[S:8][C:9]([C:11]([O:13]C)=[O:12])=[CH:10][C:6]=2[CH:5]=1.O.[OH-].[Li+].O. (2) Given the product [CH2:1]([O:3][C:4](=[O:16])[C:5]1[CH:10]=[CH:9][C:8]([NH:11][C:12](=[O:15])[CH2:13][CH2:14][N:23]2[CH:22]=[N:21][C:20]3[C:24]2=[N:25][CH:26]=[N:27][C:19]=3[O:18][CH3:17])=[CH:7][CH:6]=1)[CH3:2], predict the reactants needed to synthesize it. The reactants are: [CH2:1]([O:3][C:4](=[O:16])[C:5]1[CH:10]=[CH:9][C:8]([NH:11][C:12](=[O:15])[CH:13]=[CH2:14])=[CH:7][CH:6]=1)[CH3:2].[CH3:17][O:18][C:19]1[N:27]=[CH:26][N:25]=[C:24]2[C:20]=1[NH:21][CH:22]=[N:23]2.C(=O)([O-])[O-].[K+].[K+].O. (3) Given the product [F:29][C:23]1[CH:24]=[C:25]([F:28])[CH:26]=[CH:27][C:22]=1[C:19]1[CH:20]=[CH:21][C:16]([C@@H:14]([N:10]2[CH2:9][CH2:8][C@@:7]([C:30]3[CH:31]=[CH:32][C:33]([F:36])=[CH:34][CH:35]=3)([CH2:6][CH2:5][O:4][CH2:1][CH2:2][OH:37])[O:12][C:11]2=[O:13])[CH3:15])=[CH:17][CH:18]=1, predict the reactants needed to synthesize it. The reactants are: [CH2:1]([O:4][CH2:5][CH2:6][C@@:7]1([C:30]2[CH:35]=[CH:34][C:33]([F:36])=[CH:32][CH:31]=2)[O:12][C:11](=[O:13])[N:10]([C@H:14]([C:16]2[CH:21]=[CH:20][C:19]([C:22]3[CH:27]=[CH:26][C:25]([F:28])=[CH:24][C:23]=3[F:29])=[CH:18][CH:17]=2)[CH3:15])[CH2:9][CH2:8]1)[CH:2]=C.[O:37]=[O+][O-].[BH4-].[Na+]. (4) Given the product [CH2:29]([O:33][C:34]1[CH:39]=[CH:38][C:37]([CH3:40])=[CH:36][C:35]=1[C:41]1[N:11]([CH2:12][C:13]2[CH:18]=[CH:17][C:16]([Cl:19])=[CH:15][CH:14]=2)[C:3]2[C:4](=[O:10])[NH:5][C:6](=[O:9])[N:7]([CH3:8])[C:2]=2[N:1]=1)[CH:30]=[CH2:31], predict the reactants needed to synthesize it. The reactants are: [NH2:1][C:2]1[N:7]([CH3:8])[C:6](=[O:9])[NH:5][C:4](=[O:10])[C:3]=1[NH:11][CH2:12][C:13]1[CH:18]=[CH:17][C:16]([Cl:19])=[CH:15][CH:14]=1.C(N(CC)C(C)C)(C)C.[CH2:29]([O:33][C:34]1[CH:39]=[CH:38][C:37]([CH3:40])=[CH:36][C:35]=1[C:41]1N(CC2C=CC(Cl)=CC=2)C2C(=NC(C#N)=NC=2N[C@@H](C2CC2)C)N=1)[CH2:30][CH:31]=C.[OH-].[Na+]. (5) Given the product [OH:1][C:2]12[CH2:9][CH2:8][C:5]([C:10]3[NH:18][C:17]4[C:16]([NH:25][CH:26]([CH2:27][OH:28])[CH2:29][CH3:30])=[N:15][C:14](=[O:21])[N:13]([CH2:22][CH2:23][CH3:24])[C:12]=4[N:11]=3)([CH2:6][CH2:7]1)[CH2:4][CH2:3]2, predict the reactants needed to synthesize it. The reactants are: [OH:1][C:2]12[CH2:9][CH2:8][C:5]([C:10]3[NH:18][C:17]4[C:16](SC)=[N:15][C:14](=[O:21])[N:13]([CH2:22][CH2:23][CH3:24])[C:12]=4[N:11]=3)([CH2:6][CH2:7]1)[CH2:4][CH2:3]2.[NH2:25][C@H:26]([CH2:29][CH3:30])[CH2:27][OH:28]. (6) Given the product [OH:8][CH2:9][C@H:10]1[CH2:14][CH2:13][N:12]([C:47]([O:49][C:50]([CH3:51])([CH3:52])[CH3:53])=[O:48])[CH2:11]1, predict the reactants needed to synthesize it. The reactants are: [Si]([O:8][CH2:9][C@H:10]1[CH2:14][CH2:13][N:12]([C@@H](C2C=CC=CC=2)C)[CH2:11]1)(C(C)(C)C)(C)C.ClC(OC(Cl)C)=O.C(N(C(C)C)CC)(C)C.[C:47](O[C:47]([O:49][C:50]([CH3:53])([CH3:52])[CH3:51])=[O:48])([O:49][C:50]([CH3:53])([CH3:52])[CH3:51])=[O:48].